The task is: Predict the reactants needed to synthesize the given product.. This data is from Full USPTO retrosynthesis dataset with 1.9M reactions from patents (1976-2016). (1) Given the product [C:9]([O:6][CH2:5][CH2:4][C:3]([O:2][CH3:1])([CH3:8])[CH3:7])(=[O:12])[CH2:10][CH3:11], predict the reactants needed to synthesize it. The reactants are: [CH3:1][O:2][C:3]([CH3:8])([CH3:7])[CH2:4][CH2:5][OH:6].[C:9](Cl)(=[O:12])[CH2:10][CH3:11].O. (2) Given the product [CH3:1][S:2]([C:5]1[CH:6]=[CH:7][C:8]([C:11]2[NH:30][C:29]3[N:28]([N:27]=[CH:26][C:25]=3[C:20]3[CH:21]=[CH:22][CH:23]=[CH:24][N:19]=3)[C:13](=[O:15])[CH:12]=2)=[CH:9][CH:10]=1)(=[O:3])=[O:4], predict the reactants needed to synthesize it. The reactants are: [CH3:1][S:2]([C:5]1[CH:10]=[CH:9][C:8]([C:11](=O)[CH2:12][C:13]([O:15]CC)=O)=[CH:7][CH:6]=1)(=[O:4])=[O:3].[N:19]1[CH:24]=[CH:23][CH:22]=[CH:21][C:20]=1[C:25]1[CH:26]=[N:27][NH:28][C:29]=1[NH2:30]. (3) Given the product [C:32]([C:31]1[CH:34]=[CH:35][CH:36]=[C:37]([F:38])[C:30]=1[O:1][C:2]1[C:10]2[N:9]=[C:8]([C:11]3[CH:16]=[CH:15][CH:14]=[CH:13][N:12]=3)[NH:7][C:6]=2[CH:5]=[C:4]([O:17][C:18]2[CH:19]=[N:20][C:21]([S:24]([CH2:27][CH3:28])(=[O:25])=[O:26])=[CH:22][CH:23]=2)[CH:3]=1)#[N:33], predict the reactants needed to synthesize it. The reactants are: [OH:1][C:2]1[C:10]2[N:9]=[C:8]([C:11]3[CH:16]=[CH:15][CH:14]=[CH:13][N:12]=3)[NH:7][C:6]=2[CH:5]=[C:4]([O:17][C:18]2[CH:19]=[N:20][C:21]([S:24]([CH2:27][CH3:28])(=[O:26])=[O:25])=[CH:22][CH:23]=2)[CH:3]=1.F[C:30]1[C:37]([F:38])=[CH:36][CH:35]=[CH:34][C:31]=1[C:32]#[N:33]. (4) Given the product [CH3:1][O:2][C:3](=[O:13])[C:4]1[CH:5]=[CH:6][C:7]([N+:10]([O-:12])=[O:11])=[C:8]([CH2:15][S:16]([C:19]2[C:28]3[C:23](=[CH:24][CH:25]=[CH:26][CH:27]=3)[CH:22]=[CH:21][CH:20]=2)(=[O:17])=[O:18])[CH:9]=1, predict the reactants needed to synthesize it. The reactants are: [CH3:1][O:2][C:3](=[O:13])[C:4]1[CH:9]=[CH:8][C:7]([N+:10]([O-:12])=[O:11])=[CH:6][CH:5]=1.Cl[CH2:15][S:16]([C:19]1[C:28]2[C:23](=[CH:24][CH:25]=[CH:26][CH:27]=2)[CH:22]=[CH:21][CH:20]=1)(=[O:18])=[O:17].CC(C)([O-])C.[K+].Cl. (5) Given the product [C:14]1([CH2:20][CH2:21][C:22]([C:3]2[C:4]3[C:5]([C:10]([O:12][CH3:13])=[O:11])=[CH:6][CH:7]=[CH:8][C:9]=3[NH:1][CH:2]=2)=[O:23])[CH:19]=[CH:18][CH:17]=[CH:16][CH:15]=1, predict the reactants needed to synthesize it. The reactants are: [NH:1]1[C:9]2[CH:8]=[CH:7][CH:6]=[C:5]([C:10]([O:12][CH3:13])=[O:11])[C:4]=2[CH:3]=[CH:2]1.[C:14]1([CH2:20][CH2:21][C:22](Cl)=[O:23])[CH:19]=[CH:18][CH:17]=[CH:16][CH:15]=1.[Cl-].[Al+3].[Cl-].[Cl-].[OH-].[Na+]. (6) Given the product [Si:16]([O:1][C:2]1[CH:7]=[CH:6][C:5]([C:8]2([C:14]#[N:15])[CH2:13][CH2:12][O:11][CH2:10][CH2:9]2)=[CH:4][CH:3]=1)([C:19]([CH3:22])([CH3:21])[CH3:20])([CH3:18])[CH3:17], predict the reactants needed to synthesize it. The reactants are: [OH:1][C:2]1[CH:7]=[CH:6][C:5]([C:8]2([C:14]#[N:15])[CH2:13][CH2:12][O:11][CH2:10][CH2:9]2)=[CH:4][CH:3]=1.[Si:16](Cl)([C:19]([CH3:22])([CH3:21])[CH3:20])([CH3:18])[CH3:17].N1C=CN=C1.